This data is from NCI-60 drug combinations with 297,098 pairs across 59 cell lines. The task is: Regression. Given two drug SMILES strings and cell line genomic features, predict the synergy score measuring deviation from expected non-interaction effect. (1) Drug 1: CC1=C(C=C(C=C1)NC2=NC=CC(=N2)N(C)C3=CC4=NN(C(=C4C=C3)C)C)S(=O)(=O)N.Cl. Drug 2: CN1C(=O)N2C=NC(=C2N=N1)C(=O)N. Cell line: HCC-2998. Synergy scores: CSS=-11.5, Synergy_ZIP=9.39, Synergy_Bliss=-2.95, Synergy_Loewe=-13.1, Synergy_HSA=-16.0. (2) Cell line: OVCAR-4. Drug 1: CCN(CC)CCNC(=O)C1=C(NC(=C1C)C=C2C3=C(C=CC(=C3)F)NC2=O)C. Drug 2: C1=NNC2=C1C(=O)NC=N2. Synergy scores: CSS=1.14, Synergy_ZIP=1.72, Synergy_Bliss=5.01, Synergy_Loewe=-0.201, Synergy_HSA=0.777. (3) Drug 1: CCC1(CC2CC(C3=C(CCN(C2)C1)C4=CC=CC=C4N3)(C5=C(C=C6C(=C5)C78CCN9C7C(C=CC9)(C(C(C8N6C=O)(C(=O)OC)O)OC(=O)C)CC)OC)C(=O)OC)O.OS(=O)(=O)O. Drug 2: C#CCC(CC1=CN=C2C(=N1)C(=NC(=N2)N)N)C3=CC=C(C=C3)C(=O)NC(CCC(=O)O)C(=O)O. Cell line: M14. Synergy scores: CSS=35.6, Synergy_ZIP=-7.27, Synergy_Bliss=-3.74, Synergy_Loewe=-3.79, Synergy_HSA=1.55. (4) Drug 1: CC1=C(C(=CC=C1)Cl)NC(=O)C2=CN=C(S2)NC3=CC(=NC(=N3)C)N4CCN(CC4)CCO. Drug 2: CC1=C(N=C(N=C1N)C(CC(=O)N)NCC(C(=O)N)N)C(=O)NC(C(C2=CN=CN2)OC3C(C(C(C(O3)CO)O)O)OC4C(C(C(C(O4)CO)O)OC(=O)N)O)C(=O)NC(C)C(C(C)C(=O)NC(C(C)O)C(=O)NCCC5=NC(=CS5)C6=NC(=CS6)C(=O)NCCC[S+](C)C)O. Cell line: DU-145. Synergy scores: CSS=31.0, Synergy_ZIP=-9.69, Synergy_Bliss=3.68, Synergy_Loewe=-0.555, Synergy_HSA=0.191. (5) Drug 1: C1=CC(=CC=C1CCC2=CNC3=C2C(=O)NC(=N3)N)C(=O)NC(CCC(=O)O)C(=O)O. Drug 2: C1C(C(OC1N2C=NC(=NC2=O)N)CO)O. Cell line: OVCAR3. Synergy scores: CSS=37.3, Synergy_ZIP=2.79, Synergy_Bliss=1.90, Synergy_Loewe=4.70, Synergy_HSA=8.77. (6) Drug 1: C1=CC(=CC=C1CCC2=CNC3=C2C(=O)NC(=N3)N)C(=O)NC(CCC(=O)O)C(=O)O. Drug 2: CC(C)(C#N)C1=CC(=CC(=C1)CN2C=NC=N2)C(C)(C)C#N. Cell line: MDA-MB-435. Synergy scores: CSS=8.12, Synergy_ZIP=-1.12, Synergy_Bliss=1.61, Synergy_Loewe=-0.646, Synergy_HSA=0.573.